This data is from HIV replication inhibition screening data with 41,000+ compounds from the AIDS Antiviral Screen. The task is: Binary Classification. Given a drug SMILES string, predict its activity (active/inactive) in a high-throughput screening assay against a specified biological target. (1) The molecule is O=C(NN=Cc1ccccc1S(=O)(=O)O)C(=O)NN=Cc1ccccc1S(=O)(=O)O. The result is 0 (inactive). (2) The compound is CC(=O)C1=C(C)NC(=C(C#N)C#N)C(C#N)=C1. The result is 0 (inactive). (3) The drug is CC(C)OP(=O)(CCC(=O)C1(O)CCC2C3CCC4=CC(=O)CCC4(C)C3CCC21C)OC(C)C. The result is 0 (inactive). (4) The molecule is COc1cc2c(cc1Oc1c(O)c(OC)cc3c1C(C)N(C)CC3)C(C)N(C)CC2. The result is 0 (inactive). (5) The compound is Cc1ccnc2nc3[nH]c4ccccc4c3cc12. The result is 0 (inactive). (6) The compound is Cc1cc(C)n(C(C)(C(=O)Cc2ccccc2)n2nc(C)cc2C)n1. The result is 0 (inactive).